From a dataset of Forward reaction prediction with 1.9M reactions from USPTO patents (1976-2016). Predict the product of the given reaction. (1) Given the reactants [CH3:1][O:2][N:3]=[C:4]1[C:12]2[CH:11]=[CH:10]N=[N:8][C:7]=2[O:6][CH2:5]1.[CH3:13][C:14]1N=C2OCC(=O)C2=CC=1, predict the reaction product. The product is: [CH3:1][O:2][N:3]=[C:4]1[C:12]2[C:7](=[N:8][C:13]([CH3:14])=[CH:10][CH:11]=2)[O:6][CH2:5]1. (2) Given the reactants [CH2:1]([C:4]([F:11])([CH2:8][CH:9]=[CH2:10])[C:5]([OH:7])=[O:6])[CH:2]=[CH2:3].[OH-].[Na+:13], predict the reaction product. The product is: [CH2:1]([C:4]([F:11])([CH2:8][CH:9]=[CH2:10])[C:5]([O-:7])=[O:6])[CH:2]=[CH2:3].[Na+:13]. (3) Given the reactants [C:1]1([C:7]2[CH:12]=[C:11]([CH2:13][CH2:14][S:15](=[O:20])(=[O:19])[N:16]([CH3:18])[CH3:17])[CH:10]=[CH:9][C:8]=2[NH:21][C:22]([C:24]2[N:25](COCC[Si](C)(C)C)[CH:26]=[C:27]([C:29]#[N:30])[N:28]=2)=[O:23])[CH2:6][CH2:5][CH2:4][CH2:3][CH:2]=1.CCO.C(O)(C(F)(F)F)=O.CO, predict the reaction product. The product is: [C:1]1([C:7]2[CH:12]=[C:11]([CH2:13][CH2:14][S:15](=[O:19])(=[O:20])[N:16]([CH3:17])[CH3:18])[CH:10]=[CH:9][C:8]=2[NH:21][C:22]([C:24]2[NH:25][CH:26]=[C:27]([C:29]#[N:30])[N:28]=2)=[O:23])[CH2:6][CH2:5][CH2:4][CH2:3][CH:2]=1. (4) Given the reactants [C:1]([NH:8][CH2:9][CH2:10][C:11]1[CH:16]=[CH:15][C:14]([OH:17])=[CH:13][CH:12]=1)([O:3][C:4]([CH3:7])([CH3:6])[CH3:5])=[O:2].C1(P(C2C=CC=CC=2)C2C=CC=CC=2)C=CC=CC=1.[CH3:37][NH:38][CH2:39][CH2:40]O.CC(OC(/N=N/C(OC(C)C)=O)=O)C, predict the reaction product. The product is: [CH3:37][NH:38][CH2:39][CH2:40][O:17][C:14]1[CH:15]=[CH:16][C:11]([CH2:10][CH2:9][NH:8][C:1](=[O:2])[O:3][C:4]([CH3:6])([CH3:7])[CH3:5])=[CH:12][CH:13]=1. (5) Given the reactants C(OC([N:8]1[CH2:13][CH2:12][N:11]([C:14]2[N:22]=[C:21]3[C:17]([N:18]=[C:19]([C:23]4[C:24](=[O:40])[NH:25][CH:26]=[CH:27][C:28]=4[NH:29][CH2:30][C@H:31]([C:33]4[CH:38]=[CH:37][CH:36]=[C:35]([Cl:39])[CH:34]=4)[OH:32])[NH:20]3)=[C:16]([CH3:41])[N:15]=2)[CH2:10][CH2:9]1)=O)(C)(C)C, predict the reaction product. The product is: [Cl:39][C:35]1[CH:34]=[C:33]([C@H:31]([OH:32])[CH2:30][NH:29][C:28]2[CH:27]=[CH:26][NH:25][C:24](=[O:40])[C:23]=2[C:19]2[NH:20][C:21]3[C:17]([N:18]=2)=[C:16]([CH3:41])[N:15]=[C:14]([N:11]2[CH2:12][CH2:13][NH:8][CH2:9][CH2:10]2)[N:22]=3)[CH:38]=[CH:37][CH:36]=1. (6) Given the reactants [NH2:1][C:2]1[C:11]2[C:6](=[C:7](I)[C:8]([F:12])=[CH:9][CH:10]=2)[N:5]=[N:4][C:3]=1[C:14]([NH:16][CH:17]1[CH2:19][CH2:18]1)=[O:15].[CH3:20][C:21]1[CH:26]=[CH:25][N:24]=[CH:23][C:22]=1B(O)O, predict the reaction product. The product is: [NH2:1][C:2]1[C:11]2[C:6](=[C:7]([C:22]3[CH:23]=[N:24][CH:25]=[CH:26][C:21]=3[CH3:20])[C:8]([F:12])=[CH:9][CH:10]=2)[N:5]=[N:4][C:3]=1[C:14]([NH:16][CH:17]1[CH2:19][CH2:18]1)=[O:15]. (7) Given the reactants [C:1]([O:4][C:5]1[CH:13]=[C:12]([C:14]([F:17])([F:16])[F:15])[CH:11]=[CH:10][C:6]=1[C:7](O)=[O:8])(=[O:3])[CH3:2].C(Cl)(=O)C([Cl:21])=O, predict the reaction product. The product is: [Cl:21][C:7]([C:6]1[CH:10]=[CH:11][C:12]([C:14]([F:17])([F:16])[F:15])=[CH:13][C:5]=1[O:4][C:1](=[O:3])[CH3:2])=[O:8].